From a dataset of Forward reaction prediction with 1.9M reactions from USPTO patents (1976-2016). Predict the product of the given reaction. (1) Given the reactants P(C)(C)C.[N:5]([CH2:8][C:9]1[N:10]=[N:11][C:12]([C:15]2[CH:20]=[CH:19][CH:18]=[CH:17][C:16]=2[F:21])=[CH:13][CH:14]=1)=[N+]=[N-].[N:22]([C:25]1[CH:26]=[N:27][CH:28]=[CH:29][C:30]=1[N:31]1[CH2:36][CH2:35][CH2:34][C@H:33]([NH:37][C:38](=[O:44])[O:39][C:40]([CH3:43])([CH3:42])[CH3:41])[CH2:32]1)=[C:23]=S, predict the reaction product. The product is: [F:21][C:16]1[CH:17]=[CH:18][CH:19]=[CH:20][C:15]=1[C:12]1[CH:13]=[CH:14][C:9]2[N:10]([C:23]([NH:22][C:25]3[CH:26]=[N:27][CH:28]=[CH:29][C:30]=3[N:31]3[CH2:36][CH2:35][CH2:34][C@H:33]([NH:37][C:38](=[O:44])[O:39][C:40]([CH3:42])([CH3:41])[CH3:43])[CH2:32]3)=[N:5][CH:8]=2)[N:11]=1. (2) Given the reactants [OH:1][C:2]1[C:11]2[C:6](=[CH:7][CH:8]=[CH:9][CH:10]=2)[C:5]([CH3:13])([CH3:12])[C:4](=[O:14])[C:3]=1[C:15]([NH:17][CH2:18][C:19]([O:21]C(C)(C)C)=[O:20])=[O:16], predict the reaction product. The product is: [OH:1][C:2]1[C:11]2[C:6](=[CH:7][CH:8]=[CH:9][CH:10]=2)[C:5]([CH3:13])([CH3:12])[C:4](=[O:14])[C:3]=1[C:15]([NH:17][CH2:18][C:19]([OH:21])=[O:20])=[O:16].